This data is from Catalyst prediction with 721,799 reactions and 888 catalyst types from USPTO. The task is: Predict which catalyst facilitates the given reaction. (1) Reactant: I[C:2]1[CH:7]=[CH:6][C:5]([F:8])=[CH:4][CH:3]=1.[C@@H:9]1([NH2:16])[CH2:14][CH2:13][CH2:12][CH2:11][C@H:10]1N.[O-:17]P([O-])([O-])=O.[K+].[K+].[K+]. Product: [F:8][C:5]1[CH:6]=[CH:7][C:2]([N:16]2[CH2:10][CH2:11][CH2:12][CH2:13][CH2:14][C:9]2=[O:17])=[CH:3][CH:4]=1. The catalyst class is: 830. (2) Reactant: [Br:1][C:2]1[CH:3]=[C:4]([NH2:10])[C:5]([NH:8][CH3:9])=[N:6][CH:7]=1.CC(O[CH2:20][CH3:21])(OCC)OCC. Product: [Br:1][C:2]1[CH:3]=[C:4]2[N:10]=[C:20]([CH3:21])[N:8]([CH3:9])[C:5]2=[N:6][CH:7]=1. The catalyst class is: 52. (3) Reactant: Cl[C:2]1[N:7]=[C:6]([CH3:8])[C:5]2[C:9](=[O:31])[NH:10][N:11]([C:12]([C:25]3[CH:30]=[CH:29][CH:28]=[CH:27][CH:26]=3)([C:19]3[CH:24]=[CH:23][CH:22]=[CH:21][CH:20]=3)[C:13]3[CH:18]=[CH:17][CH:16]=[CH:15][CH:14]=3)[C:4]=2[CH:3]=1.[C:32]1([C@H:38]([NH:40][C:41]([NH2:43])=[O:42])[CH3:39])[CH:37]=[CH:36][CH:35]=[CH:34][CH:33]=1.C1(P(C2C=CC=CC=2)C2C3OC4C(=CC=CC=4P(C4C=CC=CC=4)C4C=CC=CC=4)C(C)(C)C=3C=CC=2)C=CC=CC=1.C(=O)([O-])[O-].[Cs+].[Cs+]. Product: [CH3:8][C:6]1[C:5]2[C:9](=[O:31])[NH:10][N:11]([C:12]([C:19]3[CH:24]=[CH:23][CH:22]=[CH:21][CH:20]=3)([C:13]3[CH:14]=[CH:15][CH:16]=[CH:17][CH:18]=3)[C:25]3[CH:26]=[CH:27][CH:28]=[CH:29][CH:30]=3)[C:4]=2[CH:3]=[C:2]([NH:43][C:41]([NH:40][C@@H:38]([C:32]2[CH:37]=[CH:36][CH:35]=[CH:34][CH:33]=2)[CH3:39])=[O:42])[N:7]=1. The catalyst class is: 160.